This data is from Experimentally validated miRNA-target interactions with 360,000+ pairs, plus equal number of negative samples. The task is: Binary Classification. Given a miRNA mature sequence and a target amino acid sequence, predict their likelihood of interaction. (1) The miRNA is hsa-miR-544b with sequence ACCUGAGGUUGUGCAUUUCUAA. The protein sequence of the target gene is MNVDHEVNLLVEEIHRLGSKNADGKLSVKFGVLFRDDKCANLFEALVGTLKAAKRRKIVTYPGELLLQGVHDDVDIILLQD. Result: 1 (interaction). (2) The protein sequence of the target gene is MATKESRDAKAQLALSSSANQSKEVPENPNYALKCTLVGHTEAVSSVKFSPNGEWLASSSADRLIIIWGAYDGKYEKTLYGHNLEISDVAWSSDSSRLVSASDDKTLKLWDVRSGKCLKTLKGHSNYVFCCNFNPPSNLIISGSFDETVKIWEVKTGKCLKTLSAHSDPVSAVHFNCSGSLIVSGSYDGLCRIWDAASGQCLKTLVDDDNPPVSFVKFSPNGKYILTATLDNTLKLWDYSRGRCLKTYTGHKNEKYCIFANFSVTGGKWIVSGSEDNLVYIWNLQTKEIVQKLQGHTDVV.... Result: 0 (no interaction). The miRNA is mmu-miR-449a-5p with sequence UGGCAGUGUAUUGUUAGCUGGU. (3) The miRNA is mmu-miR-669a-3p with sequence ACAUAACAUACACACACACGUAU. Result: 1 (interaction). The protein sequence of the target gene is MGNCLKSPTSDDISLLHESQSDRASFGEGTEPDQEPPPPYQEQVPVPIYHPTPSQTRLATQLTEEEQIRIAQRIGLIQHLPKGVYDPGRDGSEKKIRECVICMMDFVYGDPIRFLPCMHIYHLDCIDDWLMRSFTCPSCMEPVDAALLSSYETN. (4) The miRNA is hsa-miR-16-5p with sequence UAGCAGCACGUAAAUAUUGGCG. The protein sequence of the target gene is MSMTLGYWDIRGLAHAIRLLLEYTDSSYEEKKYTMGDAPDYDRSQWLNEKFKLGLDFPNLPYLIDGAHKITQSNAILCYIARKHNLCGETEEEKIRVDILENQAMDVSNQLARVCYSPDFEKLKPEYLEELPTMMQHFSQFLGKRPWFVGDKITFVDFLAYDVLDLHRIFEPNCLDAFPNLKDFISRFEGLEKISAYMKSSRFLPKPLYTRVAVWGNK. Result: 1 (interaction). (5) The miRNA is hsa-miR-210-5p with sequence AGCCCCUGCCCACCGCACACUG. Result: 0 (no interaction). The protein sequence of the target gene is MAPARENVSLFFKLYCLTVMTLVAAAYTVALRYTRTTAEELYFSTTAVCITEVIKLLISVGLLAKETGSLGRFKASLSENVLGSPKELAKLSVPSLVYAVQNNMAFLALSNLDAAVYQVTYQLKIPCTALCTVLMLNRTLSKLQWISVFMLCGGVTLVQWKPAQATKVVVAQNPLLGFGAIAIAVLCSGFAGVYFEKVLKSSDTSLWVRNIQMYLSGIVVTLAGTYLSDGAEIQEKGFFYGYTYYVWFVIFLASVGGLYTSVVVKYTDNIMKGFSAAAAIVLSTIASVLLFGLQITLSFA.... (6) The miRNA is mmu-miR-5135 with sequence AGGUCUAGGUGGCAAGGGCGUCCU. The protein sequence of the target gene is MEKREAFIQAVSKELVEEFLQFLQLDKDSSNPFSLSELLDELSRKQKEELWQRLKDLLTETLLESPVDRWQTVEVEGADDMESEHSPKMRKSIKIICAIVTVILASVSIINEHENYGALLECAVILNGILYALPESEQKLQNSIQDLCVKWWERGLPAKEDMGKTAFIMLLRRSLETKSGADVCRLWRIHQALYCFDYDWEESREIKDMLLECFINVNYIKKEEGRRFLSFLFSWNVDFIKMIHETIKNQLAGLQKSLMVHIAEIYFRAWKKASGKMLETIEYDCIQDFMFHGIHLLRRS.... Result: 0 (no interaction).